This data is from HIV replication inhibition screening data with 41,000+ compounds from the AIDS Antiviral Screen. The task is: Binary Classification. Given a drug SMILES string, predict its activity (active/inactive) in a high-throughput screening assay against a specified biological target. The molecule is O=S(=O)(O)CC(O)CNC(CO)(CO)CO. The result is 0 (inactive).